This data is from Peptide-MHC class I binding affinity with 185,985 pairs from IEDB/IMGT. The task is: Regression. Given a peptide amino acid sequence and an MHC pseudo amino acid sequence, predict their binding affinity value. This is MHC class I binding data. (1) The peptide sequence is TCQGSDDIRK. The MHC is HLA-A31:01 with pseudo-sequence HLA-A31:01. The binding affinity (normalized) is 0.000169. (2) The peptide sequence is MNIVLIALS. The MHC is HLA-A68:02 with pseudo-sequence HLA-A68:02. The binding affinity (normalized) is 0.174. (3) The peptide sequence is VTLIYNYL. The MHC is H-2-Kb with pseudo-sequence H-2-Kb. The binding affinity (normalized) is 1.00. (4) The MHC is Mamu-A11 with pseudo-sequence Mamu-A11. The peptide sequence is KMTLTEEVQW. The binding affinity (normalized) is 0. (5) The peptide sequence is LMDSIFVSTM. The MHC is HLA-A02:02 with pseudo-sequence HLA-A02:02. The binding affinity (normalized) is 0.880. (6) The MHC is HLA-A03:01 with pseudo-sequence HLA-A03:01. The peptide sequence is SIIQEKLGY. The binding affinity (normalized) is 0.0847. (7) The peptide sequence is LTGYGTVTM. The MHC is HLA-A32:01 with pseudo-sequence HLA-A32:01. The binding affinity (normalized) is 0.108.